From a dataset of Forward reaction prediction with 1.9M reactions from USPTO patents (1976-2016). Predict the product of the given reaction. (1) Given the reactants Br[C:2]1[C:10]2[N:9]3[CH2:11][CH2:12][CH2:13][NH:14][C:15](=[O:16])[C:8]3=[CH:7][C:6]=2[CH:5]=[C:4]([C:17]#[N:18])[CH:3]=1.[F:19][C:20]1[CH:21]=[C:22](B(O)O)[CH:23]=[C:24]([F:26])[CH:25]=1, predict the reaction product. The product is: [F:19][C:20]1[CH:21]=[C:22]([C:2]2[C:10]3[N:9]4[CH2:11][CH2:12][CH2:13][NH:14][C:15](=[O:16])[C:8]4=[CH:7][C:6]=3[CH:5]=[C:4]([C:17]#[N:18])[CH:3]=2)[CH:23]=[C:24]([F:26])[CH:25]=1. (2) Given the reactants [Cl:1][C:2]1[C:11]2[C:6](=[C:7]([NH:12][CH:13]3[CH2:22][CH2:21][C:16]4([O:20][CH2:19][CH2:18][O:17]4)[CH2:15][CH2:14]3)[CH:8]=[CH:9][CH:10]=2)[C:5]([CH:23]=[CH2:24])=[CH:4][N:3]=1.CC(C)([O-])C.[K+].C1(C)C=CC=CC=1.O.C(O)(=O)CC(CC(O)=O)(C(O)=O)O, predict the reaction product. The product is: [Cl:1][C:2]1[C:11]2[C:6]3[C:5]([CH2:23][CH2:24][N:12]([CH:13]4[CH2:22][CH2:21][C:16]5([O:20][CH2:19][CH2:18][O:17]5)[CH2:15][CH2:14]4)[C:7]=3[CH:8]=[CH:9][CH:10]=2)=[CH:4][N:3]=1. (3) Given the reactants [F:1][C:2]([F:24])([F:23])[S:3]([NH:6][C:7]1[CH:8]=[C:9]([C:13]2[O:17][C:16]([C:18](OCC)=[O:19])=[N:15][N:14]=2)[CH:10]=[CH:11][CH:12]=1)(=[O:5])=[O:4].[O:25]([C:32]1[CH:39]=[CH:38][C:35]([CH2:36][NH2:37])=[CH:34][CH:33]=1)[C:26]1[CH:31]=[CH:30][CH:29]=[CH:28][CH:27]=1, predict the reaction product. The product is: [O:25]([C:32]1[CH:33]=[CH:34][C:35]([CH2:36][NH:37][C:18]([C:16]2[O:17][C:13]([C:9]3[CH:10]=[CH:11][CH:12]=[C:7]([NH:6][S:3]([C:2]([F:23])([F:24])[F:1])(=[O:5])=[O:4])[CH:8]=3)=[N:14][N:15]=2)=[O:19])=[CH:38][CH:39]=1)[C:26]1[CH:27]=[CH:28][CH:29]=[CH:30][CH:31]=1. (4) Given the reactants C(NC(C)C)(C)C.C([Li])CCC.[C:13]([O:18][CH2:19][CH3:20])(=[O:17])[CH2:14][CH2:15][CH3:16].[CH:21](OCC)=[O:22].C(O)(=O)C, predict the reaction product. The product is: [CH:21]([CH:14]([CH2:15][CH3:16])[C:13]([O:18][CH2:19][CH3:20])=[O:17])=[O:22]. (5) Given the reactants CC([CH2:5][CH2:6][N:7]([CH2:11][C:12]1([F:35])[CH2:15][N:14]([C:16]([C:18]2[CH:23]=[CH:22][C:21]([F:24])=[C:20]([F:25])[C:19]=2[NH:26][C:27]2[CH:32]=[CH:31][C:30]([I:33])=[CH:29][C:28]=2[F:34])=[O:17])[CH2:13]1)C(=O)[O-])(C)C.Cl, predict the reaction product. The product is: [CH2:6]([NH:7][CH2:11][C:12]1([F:35])[CH2:15][N:14]([C:16]([C:18]2[C:19]([NH:26][C:27]3[CH:32]=[CH:31][C:30]([I:33])=[CH:29][C:28]=3[F:34])=[C:20]([F:25])[C:21]([F:24])=[CH:22][CH:23]=2)=[O:17])[CH2:13]1)[CH3:5].